This data is from Forward reaction prediction with 1.9M reactions from USPTO patents (1976-2016). The task is: Predict the product of the given reaction. (1) Given the reactants [C:1]([NH:4][C:5]1[CH:6]=[C:7]([CH:10]=[CH:11][C:12]=1[CH3:13])[CH:8]=O)(=[O:3])[CH3:2].N1CCCCC1.C(O)(=O)[CH2:21][C:22]([OH:24])=[O:23].O=P12OP3(OP(OP(O3)(O1)=O)(=O)O2)=O, predict the reaction product. The product is: [C:1]([NH:4][C:5]1[CH:6]=[C:7]([CH:8]=[CH:21][C:22]([OH:24])=[O:23])[CH:10]=[CH:11][C:12]=1[CH3:13])(=[O:3])[CH3:2]. (2) Given the reactants C(N(CC)CC)C.[Br:8][C:9]1[CH:15]=[CH:14][C:12]([NH2:13])=[CH:11][CH:10]=1.[Cl:16][C:17]1[CH:18]=[C:19]([CH2:23][CH2:24][C:25](O)=[O:26])[CH:20]=[CH:21][CH:22]=1.CCN=C=NCCCN(C)C.C([O-])(O)=O.[Na+], predict the reaction product. The product is: [Br:8][C:9]1[CH:15]=[CH:14][C:12]([NH:13][C:25](=[O:26])[CH2:24][CH2:23][C:19]2[CH:20]=[CH:21][CH:22]=[C:17]([Cl:16])[CH:18]=2)=[CH:11][CH:10]=1. (3) Given the reactants [F:1][C:2]1([F:15])[CH2:5][CH:4]([CH2:6][O:7]CC2C=CC=CC=2)[CH2:3]1.I[Si](C)(C)C.C(=O)([O-])O.[Na+].C(N(CC)CC)C.[CH3:33][S:34](Cl)(=[O:36])=[O:35], predict the reaction product. The product is: [CH3:33][S:34]([O:7][CH2:6][CH2:4][CH2:3][C:2]([F:15])([F:1])[CH3:5])(=[O:36])=[O:35]. (4) Given the reactants [C:1]([O:5][C:6](=[O:24])[C@@H:7]([NH:18][C:19](=[O:23])[C@@H:20]([NH2:22])[CH3:21])[CH2:8][C:9]1[C:17]2[C:12](=[CH:13][CH:14]=[CH:15][CH:16]=2)[NH:11][CH:10]=1)([CH3:4])([CH3:3])[CH3:2].C(N(CC)C(C)C)(C)C.[CH2:34]1[C:42]2[C:37](=[CH:38][CH:39]=[CH:40][CH:41]=2)[CH2:36][CH:35]1[C:43](O)=[O:44].CN(C(ON1N=NC2C=CC=NC1=2)=[N+](C)C)C.F[P-](F)(F)(F)(F)F, predict the reaction product. The product is: [C:1]([O:5][C:6](=[O:24])[C@@H:7]([NH:18][C:19](=[O:23])[C@@H:20]([NH:22][C:43]([CH:35]1[CH2:36][C:37]2[C:42](=[CH:41][CH:40]=[CH:39][CH:38]=2)[CH2:34]1)=[O:44])[CH3:21])[CH2:8][C:9]1[C:17]2[C:12](=[CH:13][CH:14]=[CH:15][CH:16]=2)[NH:11][CH:10]=1)([CH3:2])([CH3:3])[CH3:4]. (5) Given the reactants [OH:1][CH:2]1[CH2:5][N:4]([C:6]([C:8]2[CH:9]=[C:10]([C:21](O)=[O:22])[CH:11]=[C:12]([C:14]3[CH:19]=[CH:18][C:17]([CH3:20])=[CH:16][CH:15]=3)[CH:13]=2)=[O:7])[CH2:3]1.[F:24][C:25]([F:35])([F:34])[C:26]1[N:31]=[CH:30][C:29]([CH2:32][NH2:33])=[CH:28][CH:27]=1.F[P-](F)(F)(F)(F)F.C[N+](C)=C(N(C)C)ON1C2N=CC=CC=2N=N1.C(N(CC)C(C)C)(C)C, predict the reaction product. The product is: [OH:1][CH:2]1[CH2:5][N:4]([C:6]([C:8]2[CH:9]=[C:10]([C:21]([NH:33][CH2:32][C:29]3[CH:30]=[N:31][C:26]([C:25]([F:35])([F:24])[F:34])=[CH:27][CH:28]=3)=[O:22])[CH:11]=[C:12]([C:14]3[CH:15]=[CH:16][C:17]([CH3:20])=[CH:18][CH:19]=3)[CH:13]=2)=[O:7])[CH2:3]1. (6) Given the reactants [C:1]([Cl:18])(=O)[CH2:2][CH2:3][CH2:4][CH2:5][CH2:6][CH2:7][CH2:8][CH2:9][CH2:10]CCCCCC.[Cl-].[CH2:20]([C:25]1[C:34]2[C:29](=[CH:30][C:31]([O:37][CH3:38])=[C:32]([O:35][CH3:36])[CH:33]=2)[CH2:28][CH2:27][N+:26]=1[CH2:39][C:40]1[CH:45]=[CH:44][C:43](OC)=[CH:42][CH:41]=1)[CH2:21][CH2:22][CH2:23][CH3:24].[Cl-].C(C1C2C(=CC(OC)=C(OC)C=2)CC[N+]=1CC1C=CC=CC=1[F:85])CCCCCCCCCCCCCC, predict the reaction product. The product is: [Cl-:18].[CH2:20]([C:25]1[C:34]2[C:29](=[CH:30][C:31]([O:37][CH3:38])=[C:32]([O:35][CH3:36])[CH:33]=2)[CH2:28][CH2:27][N+:26]=1[CH2:39][C:40]1[CH:41]=[CH:42][C:43]([F:85])=[CH:44][CH:45]=1)[CH2:21][CH2:22][CH2:23][CH2:24][CH2:1][CH2:2][CH2:3][CH2:4][CH2:5][CH2:6][CH2:7][CH2:8][CH2:9][CH3:10].